Dataset: TCR-epitope binding with 47,182 pairs between 192 epitopes and 23,139 TCRs. Task: Binary Classification. Given a T-cell receptor sequence (or CDR3 region) and an epitope sequence, predict whether binding occurs between them. (1) The epitope is TAFTIPSI. The TCR CDR3 sequence is CATSRDFLGDKDYEQYF. Result: 0 (the TCR does not bind to the epitope). (2) The epitope is SGPLKAEIAQRLED. The TCR CDR3 sequence is CASSLLGQYEQYF. Result: 0 (the TCR does not bind to the epitope). (3) The TCR CDR3 sequence is CASSPTTNEKLFF. The epitope is SSNVANYQK. Result: 0 (the TCR does not bind to the epitope). (4) The epitope is TVYDPLQPELDSFK. The TCR CDR3 sequence is CASSHPSGGWYTGELFF. Result: 0 (the TCR does not bind to the epitope). (5) The epitope is FLNRFTTTL. The TCR CDR3 sequence is CASSLYAGASEKLFF. Result: 0 (the TCR does not bind to the epitope). (6) The epitope is IVTDFSVIK. The TCR CDR3 sequence is CASRWKGSGAKNIQYF. Result: 1 (the TCR binds to the epitope). (7) Result: 1 (the TCR binds to the epitope). The epitope is YSEHPTFTSQY. The TCR CDR3 sequence is CASSSTLAGGPYEQFF. (8) The epitope is GTITVEELK. The TCR CDR3 sequence is CASSLAGQGFYEQYF. Result: 0 (the TCR does not bind to the epitope). (9) The epitope is RAKFKQLL. The TCR CDR3 sequence is CSANKGSEAFF. Result: 0 (the TCR does not bind to the epitope).